This data is from Reaction yield outcomes from USPTO patents with 853,638 reactions. The task is: Predict the reaction yield, written as a fraction of the theoretical maximum amount of product (1.0 means a 100% yield; for example, 0.34 means a 34% yield). The reactants are Cl.[F:2][C:3]([F:29])([F:28])[C:4]1[CH:5]=[C:6]([C:10]2[N:11]=[C:12]([N:15]3[CH2:20][CH2:19][N:18](C(OC(C)(C)C)=O)[CH2:17][CH2:16]3)[S:13][CH:14]=2)[CH:7]=[CH:8][CH:9]=1. The catalyst is C(OCC)(=O)C. The product is [F:29][C:3]([F:2])([F:28])[C:4]1[CH:5]=[C:6]([C:10]2[N:11]=[C:12]([N:15]3[CH2:20][CH2:19][NH:18][CH2:17][CH2:16]3)[S:13][CH:14]=2)[CH:7]=[CH:8][CH:9]=1. The yield is 0.479.